This data is from Reaction yield outcomes from USPTO patents with 853,638 reactions. The task is: Predict the reaction yield, written as a fraction of the theoretical maximum amount of product (1.0 means a 100% yield; for example, 0.34 means a 34% yield). (1) The reactants are Br[C:2]1[C:7](=[O:8])[N:6]([CH2:9][C:10]2[CH:15]=[CH:14][C:13]([C:16]3[C:17]([C:22]#[N:23])=[CH:18][CH:19]=[CH:20][CH:21]=3)=[CH:12][C:11]=2[F:24])[C:5]([CH2:25][CH2:26][CH2:27][CH3:28])=[N:4][C:3]=1[CH3:29].[O:30]1[C:34]2[CH:35]=[CH:36][C:37](B(O)O)=[CH:38][C:33]=2[CH2:32][CH2:31]1.C(=O)([O-])[O-].[Cs+].[Cs+]. The catalyst is O1CCOCC1.C(OCC)(=O)C.C1C=CC(P(C2C=CC=CC=2)[C-]2C=CC=C2)=CC=1.C1C=CC(P(C2C=CC=CC=2)[C-]2C=CC=C2)=CC=1.Cl[Pd]Cl.[Fe+2]. The product is [CH2:25]([C:5]1[N:6]([CH2:9][C:10]2[CH:15]=[CH:14][C:13]([C:16]3[C:17]([C:22]#[N:23])=[CH:18][CH:19]=[CH:20][CH:21]=3)=[CH:12][C:11]=2[F:24])[C:7](=[O:8])[C:2]([C:37]2[CH:36]=[CH:35][C:34]3[O:30][CH2:31][CH2:32][C:33]=3[CH:38]=2)=[C:3]([CH3:29])[N:4]=1)[CH2:26][CH2:27][CH3:28]. The yield is 0.790. (2) The reactants are [C:1]([O:5][C:6]([C:8]1[CH:28]=[CH:27][C:11]([CH2:12][N:13]2[CH:22]=[CH:21][C:20]3[C:15](=[CH:16][C:17]([C:23](O)=[O:24])=[CH:18][CH:19]=3)[C:14]2=[O:26])=[CH:10][CH:9]=1)=[O:7])([CH3:4])([CH3:3])[CH3:2].[CH3:29][O:30][C:31]1[CH:36]=[C:35]([CH2:37][NH2:38])[CH:34]=[CH:33][N:32]=1. No catalyst specified. The product is [C:1]([O:5][C:6](=[O:7])[C:8]1[CH:28]=[CH:27][C:11]([CH2:12][N:13]2[CH:22]=[CH:21][C:20]3[C:15](=[CH:16][C:17]([C:23](=[O:24])[NH:38][CH2:37][C:35]4[CH:34]=[CH:33][N:32]=[C:31]([O:30][CH3:29])[CH:36]=4)=[CH:18][CH:19]=3)[C:14]2=[O:26])=[CH:10][CH:9]=1)([CH3:4])([CH3:3])[CH3:2]. The yield is 0.481. (3) The reactants are C[O:2][CH2:3][C:4]1[S:8][N:7]=[N:6][C:5]=1[C:9]([O:11][CH3:12])=[O:10].BrBr. The catalyst is C(Cl)(Cl)(Cl)Cl. The product is [CH:3]([C:4]1[S:8][N:7]=[N:6][C:5]=1[C:9]([O:11][CH3:12])=[O:10])=[O:2]. The yield is 0.710. (4) The reactants are [NH2:1][CH2:2][CH2:3][S:4][C:5]1[N:13]=[CH:12][C:11]([O:14][CH3:15])=[CH:10][C:6]=1[C:7](O)=[O:8].CCN=C=NCCCN(C)C.CCN(C(C)C)C(C)C. The product is [CH3:15][O:14][C:11]1[CH:12]=[N:13][C:5]2[S:4][CH2:3][CH2:2][NH:1][C:7](=[O:8])[C:6]=2[CH:10]=1. The yield is 0.170. The catalyst is C(Cl)Cl. (5) The reactants are [OH:1][C:2]1[C:11]2[C:10]([CH3:13])([CH3:12])[CH2:9][CH2:8][C:7]([CH3:15])([CH3:14])[C:6]=2[CH:5]=[C:4]([Se:16][C:17]#[C:18][C:19]2[CH:28]=[CH:27][C:22]([C:23]([O:25][CH3:26])=[O:24])=[CH:21][CH:20]=2)[CH:3]=1.C(=O)([O-])[O-].[K+].[K+].[Cl:35][C:36]1[CH:43]=[CH:42][C:39]([CH2:40]Br)=[CH:38][CH:37]=1. No catalyst specified. The product is [CH3:13][C:10]1([CH3:12])[CH2:9][CH2:8][C:7]([CH3:14])([CH3:15])[C:6]2[CH:5]=[C:4]([Se:16][C:17]#[C:18][C:19]3[CH:28]=[CH:27][C:22]([C:23]([O:25][CH3:26])=[O:24])=[CH:21][CH:20]=3)[CH:3]=[C:2]([O:1][CH2:40][C:39]3[CH:42]=[CH:43][C:36]([Cl:35])=[CH:37][CH:38]=3)[C:11]1=2. The yield is 0.640. (6) The reactants are [NH2:1][C:2]1[C:7]([CH:8]=O)=[CH:6][N:5]=[C:4]([Cl:10])[CH:3]=1.[CH3:11][O:12][C:13]1[CH:14]=[C:15]([CH2:21][C:22](OC)=[O:23])[CH:16]=[C:17]([O:19][CH3:20])[CH:18]=1.C([O-])([O-])=O.[K+].[K+].O. The catalyst is CN(C=O)C. The product is [Cl:10][C:4]1[CH:3]=[C:2]2[C:7]([CH:8]=[C:21]([C:15]3[CH:16]=[C:17]([O:19][CH3:20])[CH:18]=[C:13]([O:12][CH3:11])[CH:14]=3)[C:22](=[O:23])[NH:1]2)=[CH:6][N:5]=1. The yield is 0.410.